Dataset: Full USPTO retrosynthesis dataset with 1.9M reactions from patents (1976-2016). Task: Predict the reactants needed to synthesize the given product. (1) Given the product [CH:23]([C:20]1[CH:21]=[CH:22][C:17]([CH:13]2[C:12]3[C:11]([CH3:26])=[C:10]([NH:27][C:28](=[O:34])[CH2:29][C:30]([CH3:33])([CH3:32])[CH3:31])[C:9]([CH3:35])=[C:8]([CH2:6][N:1]4[CH2:5][CH2:4][CH2:3][CH2:2]4)[C:16]=3[O:15][CH2:14]2)=[CH:18][CH:19]=1)([CH3:24])[CH3:25], predict the reactants needed to synthesize it. The reactants are: [NH:1]1[CH2:5][CH2:4][CH2:3][CH2:2]1.[CH:6]([C:8]1[C:16]2[O:15][CH2:14][CH:13]([C:17]3[CH:22]=[CH:21][C:20]([CH:23]([CH3:25])[CH3:24])=[CH:19][CH:18]=3)[C:12]=2[C:11]([CH3:26])=[C:10]([NH:27][C:28](=[O:34])[CH2:29][C:30]([CH3:33])([CH3:32])[CH3:31])[C:9]=1[CH3:35])=O.[BH4-].[Na+].O. (2) Given the product [NH2:1][C:2]1[CH:3]=[C:4]([C:10]2[CH:17]=[CH:16][C:13]([C:14]#[N:15])=[CH:12][CH:11]=2)[C:5]([C:13]2[CH:16]=[CH:17][C:10]([CH3:4])=[CH:11][CH:12]=2)=[N:6][C:7]=1[CH3:8], predict the reactants needed to synthesize it. The reactants are: [NH2:1][C:2]1[CH:3]=[C:4]([C:10]2[CH:17]=[CH:16][C:13]([C:14]#[N:15])=[CH:12][CH:11]=2)[C:5](Cl)=[N:6][C:7]=1[CH3:8].C([O-])([O-])=O.[Na+].[Na+]. (3) Given the product [C:1]([O:5][C:6]([N:8]1[CH2:9][CH2:10][N:11]([C:14]2[N:19]=[CH:18][C:17]([C:20]([OH:22])=[O:21])=[CH:16][N:15]=2)[CH2:12][CH2:13]1)=[O:7])([CH3:4])([CH3:2])[CH3:3], predict the reactants needed to synthesize it. The reactants are: [C:1]([O:5][C:6]([N:8]1[CH2:13][CH2:12][N:11]([C:14]2[N:19]=[CH:18][C:17]([C:20]([O:22]CC)=[O:21])=[CH:16][N:15]=2)[CH2:10][CH2:9]1)=[O:7])([CH3:4])([CH3:3])[CH3:2].[OH-].[Na+].Cl. (4) Given the product [CH3:1][S:2][C:3]1[N:4]=[C:5]([C:11]2[CH:12]=[N:13][CH:14]=[CH:15][CH:16]=2)[S:6][C:7]=1[NH2:8], predict the reactants needed to synthesize it. The reactants are: [CH3:1][S:2][C:3]1[N:4]=[C:5]([C:11]2[CH:12]=[N:13][CH:14]=[CH:15][CH:16]=2)[S:6][C:7]=1[N+:8]([O-])=O.C(O)(=O)C.[H][H]. (5) Given the product [C:23]([NH:1][CH2:2][C@H:3]1[N:8]([CH2:9][C:10]2[CH:15]=[CH:14][CH:13]=[CH:12][CH:11]=2)[CH2:7][CH2:6][N:5]([C:16]([O:18][C:19]([CH3:22])([CH3:21])[CH3:20])=[O:17])[CH2:4]1)(=[O:30])[C:24]1[CH:29]=[CH:28][CH:27]=[CH:26][CH:25]=1, predict the reactants needed to synthesize it. The reactants are: [NH2:1][CH2:2][C@H:3]1[N:8]([CH2:9][C:10]2[CH:15]=[CH:14][CH:13]=[CH:12][CH:11]=2)[CH2:7][CH2:6][N:5]([C:16]([O:18][C:19]([CH3:22])([CH3:21])[CH3:20])=[O:17])[CH2:4]1.[C:23](O)(=[O:30])[C:24]1[CH:29]=[CH:28][CH:27]=[CH:26][CH:25]=1.C(Cl)CCl.CCN(C(C)C)C(C)C. (6) Given the product [CH3:28][N:26]([CH3:27])[C:25]([C:7]1[N:6]([CH:1]2[CH2:5][CH2:4][CH2:3][CH2:2]2)[C:10]2[N:11]=[C:12]([NH:15][C:16]3[CH:24]=[CH:23][C:19]([C:20]([N:32]4[CH2:31][CH:30]5[O:37][CH:34]([CH2:35][CH2:36]5)[CH2:33]4)=[O:21])=[CH:18][N:17]=3)[N:13]=[CH:14][C:9]=2[CH:8]=1)=[O:29], predict the reactants needed to synthesize it. The reactants are: [CH:1]1([N:6]2[C:10]3[N:11]=[C:12]([NH:15][C:16]4[CH:24]=[CH:23][C:19]([C:20](O)=[O:21])=[CH:18][N:17]=4)[N:13]=[CH:14][C:9]=3[CH:8]=[C:7]2[C:25](=[O:29])[N:26]([CH3:28])[CH3:27])[CH2:5][CH2:4][CH2:3][CH2:2]1.[CH:30]12[O:37][CH:34]([CH2:35][CH2:36]1)[CH2:33][NH:32][CH2:31]2.